This data is from Full USPTO retrosynthesis dataset with 1.9M reactions from patents (1976-2016). The task is: Predict the reactants needed to synthesize the given product. (1) Given the product [OH:3][CH2:4][CH2:5][CH:6]1[S:11](=[O:12])(=[O:13])[CH2:10][CH2:9][N:8]([C:14]([O:16][C:17]([CH3:20])([CH3:19])[CH3:18])=[O:15])[CH2:7]1, predict the reactants needed to synthesize it. The reactants are: C([O:3][C:4](=O)[CH2:5][CH:6]1[S:11](=[O:13])(=[O:12])[CH2:10][CH2:9][N:8]([C:14]([O:16][C:17]([CH3:20])([CH3:19])[CH3:18])=[O:15])[CH2:7]1)C.[BH4-].[Na+]. (2) The reactants are: [C:1]([OH:4])(=[O:3])[CH3:2].C([O-])(=O)C.[NH4+:9].[N+:10]([C:13]1[CH:20]=[CH:19][C:16]([CH:17]=O)=[CH:15][CH:14]=1)([O-:12])=[O:11].C(O)(=O)CC(O)=O. Given the product [N+:10]([C:13]1[CH:20]=[CH:19][C:16]([C@@H:17]([CH2:2][C:1]([OH:4])=[O:3])[NH2:9])=[CH:15][CH:14]=1)([O-:12])=[O:11], predict the reactants needed to synthesize it. (3) The reactants are: [C:1]([N:8]1[CH2:13][CH2:12][C:11](=[O:14])[CH2:10][CH:9]1[CH3:15])([O:3][C:4]([CH3:7])([CH3:6])[CH3:5])=[O:2].[BH4-].[Na+]. Given the product [OH:14][CH:11]1[CH2:12][CH2:13][N:8]([C:1]([O:3][C:4]([CH3:7])([CH3:6])[CH3:5])=[O:2])[CH:9]([CH3:15])[CH2:10]1, predict the reactants needed to synthesize it. (4) The reactants are: [CH3:1][O:2][C:3]1[CH:4]=[C:5]2[C:10](=[CH:11][C:12]=1[O:13][CH3:14])[CH:9]=[C:8]([C:15]([NH:17][C:18]1[CH:26]=[CH:25][CH:24]=[CH:23][C:19]=1[C:20]([OH:22])=[O:21])=[O:16])[CH2:7][CH2:6]2. Given the product [CH3:14][O:13][C:12]1[CH:11]=[C:10]2[C:5](=[CH:4][C:3]=1[O:2][CH3:1])[CH2:6][CH2:7][CH:8]([C:15]([NH:17][C:18]1[CH:26]=[CH:25][CH:24]=[CH:23][C:19]=1[C:20]([OH:22])=[O:21])=[O:16])[CH2:9]2, predict the reactants needed to synthesize it.